This data is from Tyrosyl-DNA phosphodiesterase HTS with 341,365 compounds. The task is: Binary Classification. Given a drug SMILES string, predict its activity (active/inactive) in a high-throughput screening assay against a specified biological target. (1) The compound is Clc1ccc(c2sc(C(=O)C\C=N\OC)cn2)cc1. The result is 0 (inactive). (2) The molecule is o1c2c(c(CN3CCN(CC3)c3c(OC)cccc3)cc1=O)cc(OCC)cc2. The result is 0 (inactive). (3) The compound is s1c2CN(CCc2c(c1N\C=C1\C(=O)C=C(OC)C=C1)C#N)Cc1ccccc1. The result is 0 (inactive).